This data is from Forward reaction prediction with 1.9M reactions from USPTO patents (1976-2016). The task is: Predict the product of the given reaction. (1) Given the reactants [F:1][CH2:2][CH2:3][CH2:4][O:5][CH:6]1[C:11](OC)([O:12]C)[CH2:10][CH2:9][N:8]([C:16]([O:18][C:19]([CH3:22])([CH3:21])[CH3:20])=[O:17])[CH2:7]1.O.C(O)(C(F)(F)F)=O.C(OC(OC(C)(C)C)=O)(OC(C)(C)C)=O, predict the reaction product. The product is: [F:1][CH2:2][CH2:3][CH2:4][O:5][CH:6]1[C:11](=[O:12])[CH2:10][CH2:9][N:8]([C:16]([O:18][C:19]([CH3:22])([CH3:21])[CH3:20])=[O:17])[CH2:7]1. (2) Given the reactants [OH:1][C:2]1[CH:9]=[CH:8][C:5]([CH:6]=[O:7])=[CH:4][CH:3]=1.C(=O)([O-])[O-].[K+].[K+].Br[CH2:17][P:18](=[O:27])([O:23][CH:24]([CH3:26])[CH3:25])[O:19][CH:20]([CH3:22])[CH3:21], predict the reaction product. The product is: [CH:6]([C:5]1[CH:8]=[CH:9][C:2]([O:1][CH2:17][P:18](=[O:27])([O:19][CH:20]([CH3:22])[CH3:21])[O:23][CH:24]([CH3:26])[CH3:25])=[CH:3][CH:4]=1)=[O:7]. (3) Given the reactants [Cl:1][C:2]1[CH:3]=[C:4]([C@@H:12]([CH2:31][CH:32]2[CH2:36][CH2:35][CH2:34][CH2:33]2)[C:13]([NH:15][C:16]2[CH:21]=[N:20][C:19]([C:22]#[C:23][C:24]3([OH:30])[CH2:29][CH2:28][O:27][CH2:26][CH2:25]3)=[CH:18][N:17]=2)=[O:14])[CH:5]=[CH:6][C:7]=1[S:8]([CH3:11])(=[O:10])=[O:9], predict the reaction product. The product is: [Cl:1][C:2]1[CH:3]=[C:4]([C@@H:12]([CH2:31][CH:32]2[CH2:36][CH2:35][CH2:34][CH2:33]2)[C:13]([NH:15][C:16]2[CH:21]=[N:20][C:19]([CH2:22][CH2:23][C:24]3([OH:30])[CH2:29][CH2:28][O:27][CH2:26][CH2:25]3)=[CH:18][N:17]=2)=[O:14])[CH:5]=[CH:6][C:7]=1[S:8]([CH3:11])(=[O:9])=[O:10]. (4) Given the reactants [CH:1](=[O:5])[CH2:2][CH:3]=[O:4].[OH:6][C:7]1[C:16]2[C:11](=[CH:12][C:13]([OH:18])=[C:14]([OH:17])[CH:15]=2)[O:10][C:9](=[O:19])[CH:8]=1, predict the reaction product. The product is: [OH:6][C:7]1[C:16]2[C:11](=[CH:12][C:13]([OH:18])=[C:14]([OH:17])[CH:15]=2)[O:10][C:9](=[O:19])[C:8]=1[C:7]1[C:2]2[C:1](=[O:5])[C:16]3[C:11](=[CH:12][CH:13]=[CH:14][CH:15]=3)[O:10][C:3]=2[O:4][CH2:9][CH:8]=1. (5) Given the reactants [Br:1][C:2]1[CH:3]=[C:4]([C:9]([OH:11])=[O:10])[C:5](Cl)=[N:6][CH:7]=1.[N:12]1[CH:17]=[CH:16][C:15]([CH:18]([OH:20])[CH3:19])=[CH:14][CH:13]=1.CC(C)([O-])C.[Na+], predict the reaction product. The product is: [Br:1][C:2]1[CH:3]=[C:4]([C:9]([OH:11])=[O:10])[C:5]([O:20][CH:18]([C:15]2[CH:16]=[CH:17][N:12]=[CH:13][CH:14]=2)[CH3:19])=[N:6][CH:7]=1. (6) Given the reactants COC[CH2:4][CH2:5][C:6]1[CH:16]=[C:15]([N:17]([CH3:35])[CH2:18][C:19]2[S:23][C:22]([C:24]3[CH:29]=[CH:28][C:27]([C:30]([F:33])([F:32])[F:31])=[CH:26][CH:25]=3)=[N:21][C:20]=2[CH3:34])[CH:14]=[CH:13][C:7]=1[O:8][CH2:9][C:10]([OH:12])=[O:11].CC1C=C(NCC2SC(C3C=CC(C(F)(F)F)=CC=3)=NC=2C)C=CC=1OCC(O)=O, predict the reaction product. The product is: [CH2:5]([C:6]1[CH:16]=[C:15]([N:17]([CH3:35])[CH2:18][C:19]2[S:23][C:22]([C:24]3[CH:25]=[CH:26][C:27]([C:30]([F:33])([F:32])[F:31])=[CH:28][CH:29]=3)=[N:21][C:20]=2[CH3:34])[CH:14]=[CH:13][C:7]=1[O:8][CH2:9][C:10]([OH:12])=[O:11])[CH3:4]. (7) The product is: [F:64][C:65]1[CH:66]=[C:67]([CH:73]=[C:74]([C:76]([F:78])([F:77])[F:79])[CH:75]=1)[O:68][CH:69]1[CH2:72][N:71]([C:25](=[O:27])[CH2:24][NH:23][C:21]([C:19]2[N:18]=[CH:17][N:16]([C:10]3[CH:11]=[CH:12][CH:13]=[CH:14][CH:15]=3)[CH:20]=2)=[O:22])[CH2:70]1. Given the reactants CCN(C(C)C)C(C)C.[C:10]1([N:16]2[CH:20]=[C:19]([C:21]([NH:23][CH2:24][C:25]([OH:27])=O)=[O:22])[N:18]=[CH:17]2)[CH:15]=[CH:14][CH:13]=[CH:12][CH:11]=1.C1(N2C=C(C(O)=O)N=C2)C=CC=CC=1.C1C=CC2N(O)N=NC=2C=1.CCN=C=NCCCN(C)C.Cl.[F:64][C:65]1[CH:66]=[C:67]([CH:73]=[C:74]([C:76]([F:79])([F:78])[F:77])[CH:75]=1)[O:68][CH:69]1[CH2:72][NH:71][CH2:70]1.Cl.FC(F)(F)C1C=C(C=CC=1)OC1CNC1, predict the reaction product. (8) Given the reactants [C:1]([O:5][C:6]([NH:8][CH2:9][CH2:10][CH2:11][C@H:12]([NH:17][C:18]([C:20]1[C:21](=[O:39])[N:22]([CH:26]([C:33]2[CH:38]=[CH:37][CH:36]=[CH:35][CH:34]=2)[C:27]2[CH:32]=[CH:31][CH:30]=[CH:29][CH:28]=2)[CH:23]=[CH:24][CH:25]=1)=[O:19])[C:13]([O:15]C)=[O:14])=[O:7])([CH3:4])([CH3:3])[CH3:2].[OH-].[Na+], predict the reaction product. The product is: [C:1]([O:5][C:6]([NH:8][CH2:9][CH2:10][CH2:11][C@H:12]([NH:17][C:18]([C:20]1[C:21](=[O:39])[N:22]([CH:26]([C:33]2[CH:38]=[CH:37][CH:36]=[CH:35][CH:34]=2)[C:27]2[CH:32]=[CH:31][CH:30]=[CH:29][CH:28]=2)[CH:23]=[CH:24][CH:25]=1)=[O:19])[C:13]([OH:15])=[O:14])=[O:7])([CH3:4])([CH3:2])[CH3:3]. (9) Given the reactants [NH:1]1[C:5]2[CH2:6][CH2:7][CH2:8][CH2:9][C:10](=O)[C:4]=2[CH:3]=[N:2]1.C[N:13](C)[CH:14]=[CH:15][CH:16]=O.N1CCCCC1.C(C=C)=O.Cl.C(Cl)Cl.[NH4+].[OH-], predict the reaction product. The product is: [CH:3]1[C:4]2[C:10]3[N:13]=[CH:14][CH:15]=[CH:16][C:9]=3[CH2:8][CH2:7][CH2:6][C:5]=2[NH:1][N:2]=1.